Dataset: Full USPTO retrosynthesis dataset with 1.9M reactions from patents (1976-2016). Task: Predict the reactants needed to synthesize the given product. (1) Given the product [OH:1][CH:2]([C:6]1[CH:11]=[CH:10][CH:9]=[C:8]([C:12]2[CH:13]=[C:14]3[C:20]([C:21]4[CH:26]=[CH:25][CH:24]=[CH:23][C:22]=4[O:27][CH3:28])=[CH:29][NH:18][C:15]3=[N:16][CH:17]=2)[CH:7]=1)[C:3]([NH2:44])=[O:5], predict the reactants needed to synthesize it. The reactants are: [OH:1][CH:2]([C:6]1[CH:11]=[CH:10][CH:9]=[C:8]([C:12]2[CH:13]=[C:14]3[C:20]([C:21]4[CH:26]=[CH:25][CH:24]=[CH:23][C:22]=4[O:27][CH3:28])=N[N:18]([CH2:29]OCC[Si](C)(C)C)[C:15]3=[N:16][CH:17]=2)[CH:7]=1)[C:3]([OH:5])=O.C(Cl)(=O)C(Cl)=O.C[N:44](C=O)C. (2) Given the product [F:50][C:49]([F:52])([F:51])[C:47]([OH:53])=[O:48].[F:1][C:2]1[CH:7]=[CH:6][CH:5]=[C:4]([F:8])[C:3]=1[N:9]1[C:14]2[N:15]=[C:16]([NH:32][CH2:33][CH2:34][CH2:35][NH:36][CH2:44][CH3:45])[N:17]=[C:18]([C:19]3[CH:24]=[C:23]([CH:22]=[CH:21][C:20]=3[CH3:31])[C:25]([NH:27][CH2:28][CH2:29][CH3:30])=[O:26])[C:13]=2[CH2:12][NH:11][C:10]1=[O:46], predict the reactants needed to synthesize it. The reactants are: [F:1][C:2]1[CH:7]=[CH:6][CH:5]=[C:4]([F:8])[C:3]=1[N:9]1[C:14]2[N:15]=[C:16]([NH:32][CH2:33][CH2:34][CH2:35][N:36]([CH2:44][CH3:45])C(=O)OC(C)(C)C)[N:17]=[C:18]([C:19]3[CH:24]=[C:23]([C:25]([NH:27][CH2:28][CH2:29][CH3:30])=[O:26])[CH:22]=[CH:21][C:20]=3[CH3:31])[C:13]=2[CH2:12][NH:11][C:10]1=[O:46].[C:47]([OH:53])([C:49]([F:52])([F:51])[F:50])=[O:48].[OH-].[Na+]. (3) Given the product [ClH:43].[NH2:8][C@@H:9]([CH:37]1[CH2:38][CH2:39][CH2:40][CH2:41][CH2:42]1)[C:10]([N:12]1[CH2:20][C@H:19]([O:21][CH2:22][C:23]2[CH:24]=[C:25]([C:29]3[CH:34]=[CH:33][CH:32]=[C:31]([CH:35]=[CH2:36])[CH:30]=3)[CH:26]=[CH:27][CH:28]=2)[CH2:18][C@H:13]1[C:14]([O:16][CH3:17])=[O:15])=[O:11], predict the reactants needed to synthesize it. The reactants are: C(OC([NH:8][C@@H:9]([CH:37]1[CH2:42][CH2:41][CH2:40][CH2:39][CH2:38]1)[C:10]([N:12]1[CH2:20][C@H:19]([O:21][CH2:22][C:23]2[CH:24]=[C:25]([C:29]3[CH:34]=[CH:33][CH:32]=[C:31]([CH:35]=[CH2:36])[CH:30]=3)[CH:26]=[CH:27][CH:28]=2)[CH2:18][C@H:13]1[C:14]([O:16][CH3:17])=[O:15])=[O:11])=O)(C)(C)C.[ClH:43]. (4) Given the product [CH3:10][C:11]1[CH:14]=[C:20]([N+:24]([O-:26])=[O:25])[CH:19]=[C:18]([CH3:17])[C:12]=1[N:5]1[CH:6]=[CH:7][CH:8]=[C:3]([O:2][CH3:1])[C:4]1=[O:9], predict the reactants needed to synthesize it. The reactants are: [CH3:1][O:2][C:3]1[C:4](=[O:9])[NH:5][CH:6]=[CH:7][CH:8]=1.[CH3:10][C:11]([CH3:14])([O-])[CH3:12].[K+].F[C:17]1C=C(C)[C:20]([N+:24]([O-:26])=[O:25])=[CH:19][C:18]=1C.[Cl-].[Na+]. (5) Given the product [Cl:1][C:2]1[CH:7]=[CH:6][C:5]([C:8]2[C:9]3[CH:22]=[C:21]([N:23]4[CH2:28][CH2:27][CH2:26][CH2:24]4)[N:20]=[CH:19][C:10]=3[C:11]3[C:17]([CH3:18])=[N:16][O:15][C:12]=3[CH2:13][N:14]=2)=[CH:4][CH:3]=1, predict the reactants needed to synthesize it. The reactants are: [Cl:1][C:2]1[CH:7]=[CH:6][C:5]([C:8]2[C:9]3[CH:22]=[C:21]([NH:23][CH3:24])[N:20]=[CH:19][C:10]=3[C:11]3[C:17]([CH3:18])=[N:16][O:15][C:12]=3[CH2:13][N:14]=2)=[CH:4][CH:3]=1.N1C[CH2:28][CH2:27][CH2:26]1. (6) Given the product [F:1][C:2]1[CH:3]=[CH:4][C:5]([N:8]2[C:16]3[C:11](=[CH:12][C:13]([O:17][C@H:18]([C:22]4[CH:27]=[CH:26][CH:25]=[C:24]([O:28][CH3:29])[CH:23]=4)[C@@H:19]([NH:21][C:36]([C:34]4[S:35][C:31]([CH3:30])=[CH:32][N:33]=4)=[O:37])[CH3:20])=[CH:14][CH:15]=3)[CH:10]=[N:9]2)=[CH:6][CH:7]=1, predict the reactants needed to synthesize it. The reactants are: [F:1][C:2]1[CH:7]=[CH:6][C:5]([N:8]2[C:16]3[C:11](=[CH:12][C:13]([O:17][C@H:18]([C:22]4[CH:27]=[CH:26][CH:25]=[C:24]([O:28][CH3:29])[CH:23]=4)[C@@H:19]([NH2:21])[CH3:20])=[CH:14][CH:15]=3)[CH:10]=[N:9]2)=[CH:4][CH:3]=1.[CH3:30][C:31]1[S:35][C:34]([C:36](O)=[O:37])=[N:33][CH:32]=1. (7) Given the product [Cl:1][C:2]1[CH:7]=[C:6]([Cl:8])[CH:5]=[CH:4][C:3]=1[C:9]1[N:10]=[C:11](/[CH:15]=[CH:16]/[C:17]2[CH:22]=[CH:21][C:20]([C:23]3[CH:24]=[CH:25][C:26]([O:29][CH2:30][C:40]([OH:42])=[O:41])=[CH:27][CH:28]=3)=[CH:19][CH:18]=2)[N:12]([CH3:14])[CH:13]=1, predict the reactants needed to synthesize it. The reactants are: [Cl:1][C:2]1[CH:7]=[C:6]([Cl:8])[CH:5]=[CH:4][C:3]=1[C:9]1[N:10]=[C:11](/[CH:15]=[CH:16]/[C:17]2[CH:22]=[CH:21][C:20]([C:23]3[CH:28]=[CH:27][C:26]([O:29][CH3:30])=[CH:25][CH:24]=3)=[CH:19][CH:18]=2)[N:12]([CH3:14])[CH:13]=1.C1(O)C=CC=CC=1.BrC[C:40]([O:42]C)=[O:41]. (8) Given the product [NH2:25][CH2:24][C:23]1[CH:26]=[CH:27][C:20]([CH2:19][N:9]([CH2:8][C:5]2[C:4]([CH3:30])=[CH:3][C:2]([Cl:1])=[CH:7][N:6]=2)[C:10]([CH3:18])([C:12]2[CH:17]=[CH:16][CH:15]=[CH:14][N:13]=2)[CH3:11])=[C:21]([CH2:28][OH:29])[CH:22]=1, predict the reactants needed to synthesize it. The reactants are: [Cl:1][C:2]1[CH:3]=[C:4]([CH3:30])[C:5]([CH2:8][N:9]([CH2:19][C:20]2[CH:27]=[CH:26][C:23]([C:24]#[N:25])=[CH:22][C:21]=2[CH2:28][OH:29])[C:10]([CH3:18])([C:12]2[CH:17]=[CH:16][CH:15]=[CH:14][N:13]=2)[CH3:11])=[N:6][CH:7]=1.[Li+].[BH4-].[OH-].[Na+].C(Cl)Cl. (9) Given the product [Cl:8][C:4]1[CH:5]=[CH:6][CH:7]=[C:2]([Cl:1])[C:3]=1[C:9]([NH:11][C@H:12]([C:28]([O:30][C:31]([CH3:34])([CH3:33])[CH3:32])=[O:29])[CH2:13][C:14]1[S:15][CH:16]=[C:17]([OH:39])[CH:18]=1)=[O:10], predict the reactants needed to synthesize it. The reactants are: [Cl:1][C:2]1[CH:7]=[CH:6][CH:5]=[C:4]([Cl:8])[C:3]=1[C:9]([NH:11][C@H:12]([C:28]([O:30][C:31]([CH3:34])([CH3:33])[CH3:32])=[O:29])[CH2:13][C:14]1[S:15][CH:16]=[C:17](B2OC(C)(C)C(C)(C)O2)[CH:18]=1)=[O:10].OO.S([O-])([O-])(=[O:39])=S.[Na+].[Na+]. (10) Given the product [NH2:15][C:14]1[NH:16][C:7](=[O:9])[C:6]2[CH:5]=[CH:4][S:3][C:2]=2[N:1]=1, predict the reactants needed to synthesize it. The reactants are: [NH2:1][C:2]1[S:3][CH:4]=[CH:5][C:6]=1[C:7]([O:9]CC)=O.Cl.Cl[C:14]([NH2:16])=[NH:15].CS(C)(=O)=O.[OH-].[NH4+].